Dataset: Forward reaction prediction with 1.9M reactions from USPTO patents (1976-2016). Task: Predict the product of the given reaction. (1) Given the reactants [CH2:1]([O:3][C:4](=[O:19])[CH:5]=[CH:6][C:7]1[CH:12]=[CH:11][C:10]([C:13]2[N:14]=[C:15]([NH2:18])[S:16][CH:17]=2)=[CH:9][CH:8]=1)[CH3:2].[C:20](OC(=O)C)(=[O:22])[CH3:21].C(N(CC)CC)C, predict the reaction product. The product is: [CH2:1]([O:3][C:4](=[O:19])[CH:5]=[CH:6][C:7]1[CH:8]=[CH:9][C:10]([C:13]2[N:14]=[C:15]([NH:18][C:20](=[O:22])[CH3:21])[S:16][CH:17]=2)=[CH:11][CH:12]=1)[CH3:2]. (2) Given the reactants [CH3:1][S:2][C:3]1[CH:9]=[CH:8][C:6]([NH2:7])=[CH:5][CH:4]=1.[CH2:10]([O:17][C:18](=[O:23])[CH2:19][C:20](O)=[O:21])[C:11]1[CH:16]=[CH:15][CH:14]=[CH:13][CH:12]=1.C(Cl)CCl, predict the reaction product. The product is: [CH3:1][S:2][C:3]1[CH:9]=[CH:8][C:6]([NH:7][C:20](=[O:21])[CH2:19][C:18]([O:17][CH2:10][C:11]2[CH:12]=[CH:13][CH:14]=[CH:15][CH:16]=2)=[O:23])=[CH:5][CH:4]=1. (3) Given the reactants C([N+](CCCC)(CCCC)CCCC)CCC.[P:18]([O:22][CH2:23][C@@H:24]1[C@@H:28]([O:29][P:30]([O:33][CH2:34][C@@H:35]2[C@@H:39]([OH:40])[C@@H:38]([OH:41])[C@H:37]([N:42]3[CH:50]=[N:49][C:48]4[C:43]3=[N:44][CH:45]=[N:46][C:47]=4[NH2:51])[O:36]2)([OH:32])=[O:31])[CH2:27][C@H:26]([N:52]2[CH:57]=[CH:56][C:55]([NH2:58])=[N:54][C:53]2=[O:59])[O:25]1)([OH:21])([OH:20])=[O:19].[N:60]([C:63]1[CH:92]=[CH:91][CH:90]=[CH:89][C:64]=1[CH2:65][O:66][C:67]([NH:69][CH2:70][CH2:71][CH2:72][CH2:73][C@H:74]([NH:81][C:82]([O:84][C:85]([CH3:88])([CH3:87])[CH3:86])=[O:83])[C:75](OCC#N)=[O:76])=[O:68])=[N+:61]=[N-:62].C(#N)C, predict the reaction product. The product is: [N:60]([C:63]1[CH:92]=[CH:91][CH:90]=[CH:89][C:64]=1[CH2:65][O:66][C:67]([NH:69][CH2:70][CH2:71][CH2:72][CH2:73][C@@H:74]([NH:81][C:82]([O:84][C:85]([CH3:86])([CH3:87])[CH3:88])=[O:83])[C:75]([O:40][C@H:39]1[C@@H:38]([OH:41])[C@H:37]([N:42]2[CH:50]=[N:49][C:48]3[C:43]2=[N:44][CH:45]=[N:46][C:47]=3[NH2:51])[O:36][C@H:35]1[CH2:34][O:33][P:30]([O:29][C@H:28]1[CH2:27][C@H:26]([N:52]2[CH:57]=[CH:56][C:55]([NH2:58])=[N:54][C:53]2=[O:59])[O:25][C@@H:24]1[CH2:23][O:22][P:18]([OH:21])([OH:20])=[O:19])([OH:32])=[O:31])=[O:76])=[O:68])=[N+:61]=[N-:62]. (4) Given the reactants [CH:1]1([CH2:7][CH2:8][CH2:9][C@@H:10]([C:16]2[O:20][N:19]=[C:18]([CH:21]3[CH2:24][N:23]([S:25]([CH3:28])(=[O:27])=[O:26])[CH2:22]3)[N:17]=2)[CH2:11][C:12]([O:14]C)=[O:13])[CH2:6][CH2:5][CH2:4][CH2:3][CH2:2]1.O[Li].O.Cl, predict the reaction product. The product is: [CH:1]1([CH2:7][CH2:8][CH2:9][C@@H:10]([C:16]2[O:20][N:19]=[C:18]([CH:21]3[CH2:22][N:23]([S:25]([CH3:28])(=[O:26])=[O:27])[CH2:24]3)[N:17]=2)[CH2:11][C:12]([OH:14])=[O:13])[CH2:6][CH2:5][CH2:4][CH2:3][CH2:2]1. (5) Given the reactants [F:1][C:2]1[CH:7]=[CH:6][C:5]([C:8]2[CH:13]=[CH:12][N:11]=[CH:10][C:9]=2[N:14]([CH3:32])[C:15](=[O:31])[C:16]2[CH:21]=[C:20]([C:22]([F:25])([F:24])[F:23])[CH:19]=[C:18](SCCOC)[CH:17]=2)=[C:4]([O:33][CH3:34])[CH:3]=1.O[O:36][S:37]([O-:39])=O.[K+].[NH4+].[Cl-].[CH3:43][CH2:44][O:45][C:46](C)=O, predict the reaction product. The product is: [F:1][C:2]1[CH:7]=[CH:6][C:5]([C:8]2[CH:13]=[CH:12][N:11]=[CH:10][C:9]=2[N:14]([CH3:32])[C:15](=[O:31])[C:16]2[CH:21]=[C:20]([C:22]([F:23])([F:25])[F:24])[CH:19]=[C:18]([S:37]([CH2:43][CH2:44][O:45][CH3:46])(=[O:39])=[O:36])[CH:17]=2)=[C:4]([O:33][CH3:34])[CH:3]=1. (6) Given the reactants [Cl:1][C:2]1[N:3]([CH2:26][C:27](=[O:40])[N:28]2[C:36]3[C:31](=[CH:32][CH:33]=[CH:34][CH:35]=3)[C:30]3([CH2:39][CH2:38][CH2:37]3)[CH2:29]2)[C:4]2[C:9]([C:10]=1[S:11][C:12]1[C:13]([F:23])=[C:14]([CH:20]=[CH:21][CH:22]=1)[C:15]([O:17]CC)=[O:16])=[CH:8][CH:7]=[C:6]([Cl:24])[C:5]=2[F:25].[OH-].[Na+:42], predict the reaction product. The product is: [Cl:1][C:2]1[N:3]([CH2:26][C:27](=[O:40])[N:28]2[C:36]3[C:31](=[CH:32][CH:33]=[CH:34][CH:35]=3)[C:30]3([CH2:37][CH2:38][CH2:39]3)[CH2:29]2)[C:4]2[C:9]([C:10]=1[S:11][C:12]1[C:13]([F:23])=[C:14]([CH:20]=[CH:21][CH:22]=1)[C:15]([O-:17])=[O:16])=[CH:8][CH:7]=[C:6]([Cl:24])[C:5]=2[F:25].[Na+:42].